From a dataset of Full USPTO retrosynthesis dataset with 1.9M reactions from patents (1976-2016). Predict the reactants needed to synthesize the given product. (1) Given the product [CH3:29][O:28][C:26]1[CH:25]=[C:22]([CH:21]=[C:20]([O:19][CH3:18])[CH:27]=1)[CH2:23][N:12]1[C:13]([CH3:17])([CH3:16])[C:14](=[O:15])[N:11]1[CH:2]1[CH:3]2[CH2:4][CH:5]3[CH2:6][CH:7]([CH2:8][CH:1]1[CH2:10]3)[CH2:9]2, predict the reactants needed to synthesize it. The reactants are: [CH:1]12[CH2:10][CH:5]3[CH2:6][CH:7]([CH2:9][CH:3]([CH2:4]3)[CH:2]1[N:11]1[C:14](=[O:15])[C:13]([CH3:17])([CH3:16])[NH:12]1)[CH2:8]2.[CH3:18][O:19][C:20]1[CH:21]=[C:22]([CH:25]=[C:26]([O:28][CH3:29])[CH:27]=1)[CH2:23]Br. (2) Given the product [CH2:31]([O:30][CH:27]([CH2:26][C:21]1[C:22]2[C:17](=[C:16]([O:15][CH2:14][CH2:13][C:11]3[N:12]=[C:8]([C:5]4[CH:4]=[CH:3][C:2]([CH3:1])=[CH:7][CH:6]=4)[O:9][C:10]=3[CH3:33])[CH:25]=[CH:24][CH:23]=2)[CH2:18][CH2:19][CH:20]=1)[C:28]([NH2:29])=[O:34])[CH3:32], predict the reactants needed to synthesize it. The reactants are: [CH3:1][C:2]1[CH:7]=[CH:6][C:5]([C:8]2[O:9][C:10]([CH3:33])=[C:11]([CH2:13][CH2:14][O:15][C:16]3[CH:25]=[CH:24][CH:23]=[C:22]4[C:17]=3[CH2:18][CH2:19][CH:20]=[C:21]4[CH2:26][CH:27]([O:30][CH2:31][CH3:32])[C:28]#[N:29])[N:12]=2)=[CH:4][CH:3]=1.[OH-:34].[Na+]. (3) Given the product [Cl:18][C:19]1[CH:20]=[CH:21][C:22]([C:25]2[O:29][N:28]=[C:27]([C:30]([N:9]3[CH2:8][C@H:7]([CH:1]4[CH2:2][CH2:3][CH2:4][CH2:5][CH2:6]4)[NH:12][C:11](=[O:13])[C@@H:10]3[CH2:14][CH:15]([CH3:17])[CH3:16])=[O:31])[CH:26]=2)=[CH:23][CH:24]=1, predict the reactants needed to synthesize it. The reactants are: [CH:1]1([C@@H:7]2[NH:12][C:11](=[O:13])[C@H:10]([CH2:14][CH:15]([CH3:17])[CH3:16])[NH:9][CH2:8]2)[CH2:6][CH2:5][CH2:4][CH2:3][CH2:2]1.[Cl:18][C:19]1[CH:24]=[CH:23][C:22]([C:25]2[O:29][N:28]=[C:27]([C:30](O)=[O:31])[CH:26]=2)=[CH:21][CH:20]=1.C([C@@H]1N(C(=O)/C=C/C2C=CC=CC=2)C[C@H](CC(C)C)NC1=O)C(C)C. (4) Given the product [CH:31]1[C:44]2[C:35](=[N:36][C:37]3[C:42]([C:43]=2[NH:45][C:46]2[CH:51]=[C:50]([NH:52][C:5]([C:4]4[CH:8]=[C:9]([NH:14][C:15]([N:17]5[CH2:18][CH2:19][N:20]([C:23]6[CH:28]=[C:27]([F:29])[CH:26]=[C:25]([F:30])[CH:24]=6)[CH2:21][CH2:22]5)=[O:16])[C:10]([O:12][CH3:13])=[N:11][C:3]=4[CH2:1][CH3:2])=[O:6])[CH:49]=[C:48]([CH2:53][OH:54])[CH:47]=2)=[CH:41][CH:40]=[CH:39][CH:38]=3)[CH:34]=[CH:33][CH:32]=1, predict the reactants needed to synthesize it. The reactants are: [CH2:1]([C:3]1[N:11]=[C:10]([O:12][CH3:13])[C:9]([NH:14][C:15]([N:17]2[CH2:22][CH2:21][N:20]([C:23]3[CH:28]=[C:27]([F:29])[CH:26]=[C:25]([F:30])[CH:24]=3)[CH2:19][CH2:18]2)=[O:16])=[CH:8][C:4]=1[C:5](O)=[O:6])[CH3:2].[CH:31]1[C:44]2[C:35](=[N:36][C:37]3[C:42]([C:43]=2[NH:45][C:46]2[CH:47]=[C:48]([CH2:53][OH:54])[CH:49]=[C:50]([NH2:52])[CH:51]=2)=[CH:41][CH:40]=[CH:39][CH:38]=3)[CH:34]=[CH:33][CH:32]=1. (5) Given the product [CH3:1][O:2][C:3]1[N:8]=[CH:7][C:6]([CH2:9][S:10]([CH2:13][C:14]([OH:16])=[O:15])(=[O:12])=[O:11])=[CH:5][C:4]=1[N+:17]([O-:19])=[O:18], predict the reactants needed to synthesize it. The reactants are: [CH3:1][O:2][C:3]1[N:8]=[CH:7][C:6]([CH2:9][S:10]([CH2:13][C:14]([O-:16])=[O:15])(=[O:12])=[O:11])=[CH:5][C:4]=1[N+:17]([O-:19])=[O:18].C(=O)([O-])[O-].[Na+].[Na+]. (6) Given the product [CH3:12][C:11]1[C:2]([CH2:17][CH2:16][C:15]([F:20])([F:19])[F:14])=[N:3][CH:4]=[C:5]([CH:10]=1)[C:6]([O:8][CH3:9])=[O:7], predict the reactants needed to synthesize it. The reactants are: Cl[C:2]1[C:11]([CH3:12])=[CH:10][C:5]([C:6]([O:8][CH3:9])=[O:7])=[CH:4][N:3]=1.[I-].[F:14][C:15]([F:20])([F:19])[CH2:16][CH2:17][Zn+].